Dataset: Catalyst prediction with 721,799 reactions and 888 catalyst types from USPTO. Task: Predict which catalyst facilitates the given reaction. (1) Product: [OH:55][CH2:54][C@@H:53]([NH:52][C:12]([C:10]1[CH:9]=[N:8][C:7]([N:15]2[CH2:20][CH2:19][CH2:18][CH2:17][CH2:16]2)=[C:6]([O:5][CH2:4][CH:1]2[CH2:2][CH2:3]2)[N:11]=1)=[O:14])[CH2:56][CH:57]([CH3:59])[CH3:58]. Reactant: [CH:1]1([CH2:4][O:5][C:6]2[N:11]=[C:10]([C:12]([OH:14])=O)[CH:9]=[N:8][C:7]=2[N:15]2[CH2:20][CH2:19][CH2:18][CH2:17][CH2:16]2)[CH2:3][CH2:2]1.CN(C(ON1N=NC2C=CC=CC1=2)=[N+](C)C)C.[B-](F)(F)(F)F.CCN(C(C)C)C(C)C.[NH2:52][C@@H:53]([CH2:56][CH:57]([CH3:59])[CH3:58])[CH2:54][OH:55]. The catalyst class is: 3. (2) Reactant: [F:1][C:2]1[C:14]2[N:13]([C:15]3[CH:20]=[CH:19][CH:18]=[CH:17][C:16]=3[N+:21]([O-])=O)[C:12]3[C:7](=[CH:8][CH:9]=[CH:10][CH:11]=3)[C:6]=2[CH:5]=[CH:4][CH:3]=1.[OH-].[Na+]. Product: [F:1][C:2]1[C:14]2[N:13]([C:15]3[CH:20]=[CH:19][CH:18]=[CH:17][C:16]=3[NH2:21])[C:12]3[C:7](=[CH:8][CH:9]=[CH:10][CH:11]=3)[C:6]=2[CH:5]=[CH:4][CH:3]=1. The catalyst class is: 14. (3) The catalyst class is: 4. Product: [Cl:25][C:26]1[CH:27]=[CH:28][C:29]([NH:32][C:33]2[C:36](=[O:37])[C:35](=[O:39])[C:34]=2[NH:18][CH2:17][CH2:16][N:15]([CH2:14][CH2:13][NH:12][C:10]2[CH:9]=[C:8]([N:20]3[CH2:21][CH2:22][CH2:23][CH2:24]3)[N:7]=[C:6]([N:1]3[CH2:5][CH2:4][CH2:3][CH2:2]3)[N:11]=2)[CH3:19])=[CH:30][CH:31]=1. Reactant: [N:1]1([C:6]2[N:11]=[C:10]([NH:12][CH2:13][CH2:14][N:15]([CH3:19])[CH2:16][CH2:17][NH2:18])[CH:9]=[C:8]([N:20]3[CH2:24][CH2:23][CH2:22][CH2:21]3)[N:7]=2)[CH2:5][CH2:4][CH2:3][CH2:2]1.[Cl:25][C:26]1[CH:31]=[CH:30][C:29]([NH:32][C:33]2[C:34](=O)[C:35](=[O:39])[C:36]=2[O:37]C)=[CH:28][CH:27]=1. (4) Reactant: Br[C:2]1[CH:7]=[C:6]([N+:8]([O-:10])=[O:9])[CH:5]=[CH:4][C:3]=1[S:11]([CH2:14][CH3:15])(=[O:13])=[O:12].[C:16]([O:20][C:21]([N:23]1[CH:27]=[CH:26][CH:25]=[C:24]1B(O)O)=[O:22])([CH3:19])([CH3:18])[CH3:17].C(=O)([O-])[O-].[Na+].[Na+]. Product: [CH2:14]([S:11]([C:3]1[CH:4]=[CH:5][C:6]([N+:8]([O-:10])=[O:9])=[CH:7][C:2]=1[C:24]1[N:23]([C:21]([O:20][C:16]([CH3:19])([CH3:18])[CH3:17])=[O:22])[CH:27]=[CH:26][CH:25]=1)(=[O:13])=[O:12])[CH3:15]. The catalyst class is: 104.